This data is from Forward reaction prediction with 1.9M reactions from USPTO patents (1976-2016). The task is: Predict the product of the given reaction. (1) Given the reactants [C:1]([O:4][CH:5]=[CH2:6])(=[O:3])[CH3:2].P(OCC(F)(F)F)(OCC(F)(F)F)OCC(F)(F)F.C(OOC(=O)C1C=CC=CC=1)(=O)C1C=CC=CC=1.[CH:44]([C:46]1[CH:51]=[CH:50][CH:49]=[CH:48][C:47]=1[CH:52]=[CH2:53])=[CH2:45], predict the reaction product. The product is: [C:1]([O:4][CH:5]=[CH2:6])(=[O:3])[CH3:2].[CH:44]([C:46]1[CH:51]=[CH:50][CH:49]=[CH:48][C:47]=1[CH:52]=[CH2:53])=[CH2:45]. (2) Given the reactants FC(F)(F)S(O[C:7]1[C:8]([C:14]2[NH:15][C:16]3[C:21]([CH:22]=2)=[C:20]([F:23])[CH:19]=[CH:18][CH:17]=3)=[N:9][C:10]([Cl:13])=[CH:11][CH:12]=1)(=O)=O.[CH2:26]([Sn](CCCC)(CCCC)CCCC)[CH:27]=[CH2:28].[Li+].[Cl-], predict the reaction product. The product is: [CH2:28]([C:7]1[C:8]([C:14]2[NH:15][C:16]3[C:21]([CH:22]=2)=[C:20]([F:23])[CH:19]=[CH:18][CH:17]=3)=[N:9][C:10]([Cl:13])=[CH:11][CH:12]=1)[CH:27]=[CH2:26].